From a dataset of Catalyst prediction with 721,799 reactions and 888 catalyst types from USPTO. Predict which catalyst facilitates the given reaction. (1) Product: [CH:20]1([CH2:19][CH2:18][CH2:17][C@@H:8]([C:6]2[O:5][N:4]=[C:3]([CH2:2][NH:1][CH2:27][C:28]([O:30][CH3:31])=[O:29])[N:7]=2)[CH2:9][C:10]([O:12][C:13]([CH3:15])([CH3:16])[CH3:14])=[O:11])[CH2:21][CH2:22][CH2:23][CH2:24][CH2:25]1. The catalyst class is: 49. Reactant: [NH2:1][CH2:2][C:3]1[N:7]=[C:6]([C@H:8]([CH2:17][CH2:18][CH2:19][CH:20]2[CH2:25][CH2:24][CH2:23][CH2:22][CH2:21]2)[CH2:9][C:10]([O:12][C:13]([CH3:16])([CH3:15])[CH3:14])=[O:11])[O:5][N:4]=1.Br[CH2:27][C:28]([O:30][CH3:31])=[O:29].CN1CCOCC1. (2) Reactant: [Cl:1][C:2]1[CH:10]=[C:9]([I:11])[CH:8]=[CH:7][C:3]=1[C:4](O)=O.[NH:12]([C:14](=[S:16])[NH2:15])[NH2:13].O=P(Cl)(Cl)Cl. Product: [Cl:1][C:2]1[CH:10]=[C:9]([I:11])[CH:8]=[CH:7][C:3]=1[C:4]1[S:16][C:14]([NH2:15])=[N:12][N:13]=1. The catalyst class is: 250. (3) Reactant: [CH3:1][O:2][C:3]1[CH:4]=[C:5]([C:11]([C@@H:13]2[C@:22]3([CH3:23])[C@H:17]([C:18]([CH3:25])([CH3:24])[CH2:19][CH2:20][CH2:21]3)[CH2:16][C@@H:15]([NH:26]CC3C=CC(OC)=CC=3)[C@H:14]2[CH3:36])=[O:12])[CH:6]=[C:7]([O:9][CH3:10])[CH:8]=1.Cl. Product: [CH3:10][O:9][C:7]1[CH:6]=[C:5]([C:11]([C@@H:13]2[C@:22]3([CH3:23])[C@H:17]([C:18]([CH3:25])([CH3:24])[CH2:19][CH2:20][CH2:21]3)[CH2:16][C@@H:15]([NH2:26])[C@H:14]2[CH3:36])=[O:12])[CH:4]=[C:3]([O:2][CH3:1])[CH:8]=1. The catalyst class is: 19. (4) Reactant: [OH:1][CH2:2][CH2:3][CH2:4][O:5][C:6]1[CH:7]=[C:8]([CH:11]=[CH:12][CH:13]=1)[CH:9]=O.[CH3:14][NH2:15].[BH4-].[Na+]. Product: [CH3:14][NH:15][CH2:9][C:8]1[CH:7]=[C:6]([CH:13]=[CH:12][CH:11]=1)[O:5][CH2:4][CH2:3][CH2:2][OH:1]. The catalyst class is: 5. (5) Reactant: C([O:3][C:4](=[O:30])[CH2:5][CH:6]1[CH2:11][CH2:10][N:9]([C:12]2[CH:13]=[C:14]3[C:19](=[C:20]([C:22]4[CH:27]=[CH:26][CH:25]=[C:24]([C:28]#[N:29])[CH:23]=4)[N:21]=2)[N:18]=[CH:17][CH:16]=[CH:15]3)[CH2:8][CH2:7]1)C.[OH-].[K+].Cl. Product: [C:28]([C:24]1[CH:23]=[C:22]([C:20]2[N:21]=[C:12]([N:9]3[CH2:8][CH2:7][CH:6]([CH2:5][C:4]([OH:30])=[O:3])[CH2:11][CH2:10]3)[CH:13]=[C:14]3[C:19]=2[N:18]=[CH:17][CH:16]=[CH:15]3)[CH:27]=[CH:26][CH:25]=1)#[N:29]. The catalyst class is: 8.